From a dataset of Retrosynthesis with 50K atom-mapped reactions and 10 reaction types from USPTO. Predict the reactants needed to synthesize the given product. (1) Given the product CC1CC(c2ccc3ccccc3c2)=CCN1C(=O)Oc1ccccc1, predict the reactants needed to synthesize it. The reactants are: CC1CC(OS(=O)(=O)C(F)(F)F)=CCN1C(=O)Oc1ccccc1.OB(O)c1ccc2ccccc2c1. (2) Given the product C#Cc1ccc(CNC(C)C)cc1, predict the reactants needed to synthesize it. The reactants are: C#Cc1ccc(C=O)cc1.CC(C)N. (3) Given the product O=C(c1ccc(C(F)(F)F)cc1O)N1Cc2ccccc2C1, predict the reactants needed to synthesize it. The reactants are: O=C(O)c1ccc(C(F)(F)F)cc1O.c1ccc2c(c1)CNC2. (4) Given the product CNc1nc(Cl)ccc1[N+](=O)[O-], predict the reactants needed to synthesize it. The reactants are: CN.O=[N+]([O-])c1ccc(Cl)nc1Cl. (5) Given the product O=C(CCc1ccccc1)N[C@H]1CC[C@H](O)CC1, predict the reactants needed to synthesize it. The reactants are: N[C@H]1CC[C@H](O)CC1.O=C(O)CCc1ccccc1. (6) Given the product CCS(=O)(=O)N1CCC(c2c[nH]c3c(C(N)=O)cc(-c4ccc5c(c4)CNC5)cc23)CC1, predict the reactants needed to synthesize it. The reactants are: Brc1ccc2c(c1)CNC2.CCS(=O)(=O)N1CCC(c2c[nH]c3c(C(N)=O)cc(B4OC(C)(C)C(C)(C)O4)cc23)CC1. (7) Given the product Cc1ccc(-c2nc(CO)c(C)o2)cc1, predict the reactants needed to synthesize it. The reactants are: CCOC(=O)c1nc(-c2ccc(C)cc2)oc1C. (8) Given the product Cc1c(C)c2c(c(C)c1N)C(=O)C(C)(C)O2, predict the reactants needed to synthesize it. The reactants are: Cc1c(C)c2c(c(C)c1NCc1ccccc1)C(=O)C(C)(C)O2. (9) Given the product Cc1ccc(CCC(=O)N2C[C@H](C)N(Cc3ccc(F)cc3)C[C@H]2C)c(OCC(=O)O)c1, predict the reactants needed to synthesize it. The reactants are: COC(=O)COc1cc(C)ccc1CCC(=O)N1C[C@H](C)N(Cc2ccc(F)cc2)C[C@H]1C. (10) The reactants are: CCOC(=O)CCc1cn(Cc2ccc(OCc3nc(-c4ccccc4)oc3C)cc2)nc1OC(C)C. Given the product Cc1oc(-c2ccccc2)nc1COc1ccc(Cn2cc(CCC(=O)O)c(OC(C)C)n2)cc1, predict the reactants needed to synthesize it.